This data is from Full USPTO retrosynthesis dataset with 1.9M reactions from patents (1976-2016). The task is: Predict the reactants needed to synthesize the given product. (1) Given the product [CH3:21][C:22]1[CH:27]=[CH:26][CH:25]=[CH:24][C:23]=1[CH2:28][N:11]1[CH:10]=[CH:9][C:7]2[N:8]=[C:3]([S:2][CH3:1])[N:4]=[CH:5][C:6]=2[C:12]1=[O:13], predict the reactants needed to synthesize it. The reactants are: [CH3:1][S:2][C:3]1[N:4]=[CH:5][C:6]2[C:12](=[O:13])[NH:11][CH:10]=[CH:9][C:7]=2[N:8]=1.C(=O)([O-])[O-].[Cs+].[Cs+].Br[CH2:21][C:22]1[CH:27]=[CH:26][CH:25]=[CH:24][C:23]=1[CH3:28].O. (2) Given the product [NH:8]1[CH2:11][CH:10]([N:12]2[CH2:17][CH2:16][N:15]([CH3:18])[CH2:14][CH2:13]2)[CH2:9]1, predict the reactants needed to synthesize it. The reactants are: C1(C(C2C=CC=CC=2)[N:8]2[CH2:11][CH:10]([N:12]3[CH2:17][CH2:16][N:15]([CH3:18])[CH2:14][CH2:13]3)[CH2:9]2)C=CC=CC=1.